From a dataset of Forward reaction prediction with 1.9M reactions from USPTO patents (1976-2016). Predict the product of the given reaction. (1) Given the reactants [Br:1][C:2]1[CH:3]=[C:4]2[C:9](=[CH:10][CH:11]=1)[N:8]=[CH:7][N:6]=[C:5]2O.C(N(CC)C1C=CC=CC=1)C.O=P(Cl)(Cl)[Cl:26], predict the reaction product. The product is: [Br:1][C:2]1[CH:3]=[C:4]2[C:9](=[CH:10][CH:11]=1)[N:8]=[CH:7][N:6]=[C:5]2[Cl:26]. (2) Given the reactants [CH2:1]([O:8][C:9](=[O:19])[C@H:10]([OH:18])[CH2:11][C:12]1[CH:17]=[CH:16][CH:15]=[CH:14][CH:13]=1)[C:2]1[CH:7]=[CH:6][CH:5]=[CH:4][CH:3]=1.[CH3:20][C:21]1[CH:26]=[C:25]([C:27]([O:36][CH2:37][C:38]2[CH:43]=[CH:42][C:41]([O:44][CH3:45])=[CH:40][CH:39]=2)([C:32]([F:35])([F:34])[F:33])[C:28]([F:31])([F:30])[F:29])[CH:24]=[CH:23][C:22]=1O.C1(P(C2C=CC=CC=2)C2C=CC=CC=2)C=CC=CC=1.CCOC(/N=N/C(OCC)=O)=O, predict the reaction product. The product is: [CH2:1]([O:8][C:9](=[O:19])[C@@H:10]([O:18][C:22]1[CH:23]=[CH:24][C:25]([C:27]([O:36][CH2:37][C:38]2[CH:39]=[CH:40][C:41]([O:44][CH3:45])=[CH:42][CH:43]=2)([C:28]([F:31])([F:30])[F:29])[C:32]([F:33])([F:34])[F:35])=[CH:26][C:21]=1[CH3:20])[CH2:11][C:12]1[CH:13]=[CH:14][CH:15]=[CH:16][CH:17]=1)[C:2]1[CH:3]=[CH:4][CH:5]=[CH:6][CH:7]=1. (3) The product is: [Br:16][C:6]1[CH:8]=[CH:9][CH:10]=[CH:11][C:5]=1[CH:1]([CH2:3][CH3:4])[CH3:2]. Given the reactants [CH:1]([C:5]1[CH:11]=[CH:10][CH:9]=[CH:8][C:6]=1N)([CH2:3][CH3:4])[CH3:2].N([O-])=O.[Na+].[BrH:16], predict the reaction product. (4) Given the reactants [Br:1][C:2]1[N:7]=[CH:6][C:5]([CH2:8][OH:9])=[C:4]([I:10])[CH:3]=1.[Cr](O[Cr]([O-])(=O)=O)([O-])(=O)=O.[NH+]1C=CC=CC=1.[NH+]1C=CC=CC=1, predict the reaction product. The product is: [Br:1][C:2]1[CH:3]=[C:4]([I:10])[C:5]([CH:8]=[O:9])=[CH:6][N:7]=1. (5) The product is: [NH2:13][CH2:12][CH:11]([S:24](=[O:36])(=[O:35])[NH:25][CH:26]1[CH2:27][CH2:28][N:29]([CH:32]([CH3:34])[CH3:33])[CH2:30][CH2:31]1)[CH2:10][C:9]([OH:37])=[O:8]. Given the reactants C([O:8][C:9](=[O:37])[CH2:10][CH:11]([S:24](=[O:36])(=[O:35])[NH:25][CH:26]1[CH2:31][CH2:30][N:29]([CH:32]([CH3:34])[CH3:33])[CH2:28][CH2:27]1)[CH2:12][NH:13]C(OCC1C=CC=CC=1)=O)C1C=CC=CC=1.B(Br)(Br)Br.[OH-].[Na+], predict the reaction product. (6) Given the reactants Br[C:2]1[CH:7]=[CH:6][CH:5]=[CH:4][C:3]=1[CH3:8].ClC1C=CC=CC=1C.[CH:17]([C:20]1[CH:26]=[CH:25][CH:24]=[C:23]([CH:27]([CH3:29])[CH3:28])[C:21]=1[NH2:22])([CH3:19])[CH3:18].CC([O-])(C)C.[Na+], predict the reaction product. The product is: [CH:27]([C:23]1[CH:24]=[CH:25][CH:26]=[C:20]([CH:17]([CH3:19])[CH3:18])[C:21]=1[NH:22][C:2]1[CH:7]=[CH:6][CH:5]=[CH:4][C:3]=1[CH3:8])([CH3:29])[CH3:28]. (7) Given the reactants [CH3:1][O:2][C:3]1[CH:8]=[C:7](F)[C:6]([CH3:10])=[CH:5][C:4]=1[N+:11]([O-:13])=[O:12].C([O-])([O-])=O.[K+].[K+].FC(F)(F)C(O)=O.FC(F)(F)C(O)=O.[NH:34]1[CH2:39][CH2:38][CH:37]([N:40]2[CH2:45][CH2:44][N:43]([C:46]([O:48][CH2:49][C:50]3[CH:55]=[CH:54][CH:53]=[CH:52][CH:51]=3)=[O:47])[CH2:42][CH2:41]2)[CH2:36][CH2:35]1.O, predict the reaction product. The product is: [CH3:10][C:6]1[CH:5]=[C:4]([N+:11]([O-:13])=[O:12])[C:3]([O:2][CH3:1])=[CH:8][C:7]=1[N:34]1[CH2:39][CH2:38][CH:37]([N:40]2[CH2:41][CH2:42][N:43]([C:46]([O:48][CH2:49][C:50]3[CH:55]=[CH:54][CH:53]=[CH:52][CH:51]=3)=[O:47])[CH2:44][CH2:45]2)[CH2:36][CH2:35]1.